This data is from Forward reaction prediction with 1.9M reactions from USPTO patents (1976-2016). The task is: Predict the product of the given reaction. (1) Given the reactants C1(P(C2CCCCC2)C2C=CC=CC=2C2C(OC(C)C)=CC=CC=2OC(C)C)CCCCC1.[Cl:34][C:35]1[CH:40]=[CH:39][C:38]([CH:41]2[CH2:47][CH2:46][NH:45][C:44](=[O:48])[C:43]3[S:49][C:50](I)=[CH:51][C:42]2=3)=[CH:37][CH:36]=1.[NH:53]1[CH2:58][CH2:57][O:56][C@H:55]([CH2:59][OH:60])[CH2:54]1.C[Si]([N-][Si](C)(C)C)(C)C.[Li+], predict the reaction product. The product is: [Cl:34][C:35]1[CH:40]=[CH:39][C:38]([CH:41]2[CH2:47][CH2:46][NH:45][C:44](=[O:48])[C:43]3[S:49][C:50]([N:53]4[CH2:58][CH2:57][O:56][CH:55]([CH2:59][OH:60])[CH2:54]4)=[CH:51][C:42]2=3)=[CH:37][CH:36]=1. (2) Given the reactants [Cl:1][C:2]1[CH:3]=[CH:4][C:5]([CH3:12])=[C:6]([CH:11]=1)[C:7]([NH:9][NH2:10])=[O:8].[N:13]([CH2:16][CH2:17][CH2:18][C:19]([C:21]1[CH:26]=[CH:25][CH:24]=[CH:23][CH:22]=1)=O)=[N+:14]=[N-:15].O.C1(C)C=CC(S(O)(=O)=O)=CC=1, predict the reaction product. The product is: [N:13]([CH2:16][CH2:17][CH2:18][C:19](=[N:10][NH:9][C:7](=[O:8])[C:6]1[CH:11]=[C:2]([Cl:1])[CH:3]=[CH:4][C:5]=1[CH3:12])[C:21]1[CH:26]=[CH:25][CH:24]=[CH:23][CH:22]=1)=[N+:14]=[N-:15]. (3) Given the reactants [NH2:1][CH2:2][C@H:3]1[CH2:8][CH2:7][CH2:6][N:5]([CH2:9][C:10]2[CH:31]=[CH:30][C:13]([C:14]([NH:16][CH2:17][C:18]3[CH:23]=[C:22]([Cl:24])[CH:21]=[CH:20][C:19]=3[S:25]([CH2:28][CH3:29])(=[O:27])=[O:26])=[O:15])=[CH:12][C:11]=2[C:32]([F:35])([F:34])[F:33])[CH2:4]1, predict the reaction product. The product is: [Cl:24][C:22]1[CH:21]=[CH:20][C:19]([S:25]([CH2:28][CH3:29])(=[O:27])=[O:26])=[C:18]([CH:23]=1)[CH2:17][NH:16][C:14](=[O:15])[C:13]1[CH:30]=[CH:31][C:10]([CH2:9][N:5]2[CH2:6][CH2:7][CH2:8][C@H:3]([CH2:2][NH:1][S:25]([CH3:19])(=[O:27])=[O:26])[CH2:4]2)=[C:11]([C:32]([F:34])([F:33])[F:35])[CH:12]=1. (4) The product is: [Cl:8][C:7]1[C:2]([C:17]2[CH:18]=[C:19]([N+:23]([O-:25])=[O:24])[C:20]([F:22])=[CH:21][C:16]=2[F:15])=[N:3][CH:4]=[N:5][C:6]=1[CH3:9]. Given the reactants Cl[C:2]1[C:7]([Cl:8])=[CH:6][N:5]=[CH:4][N:3]=1.[C:9](=O)([O-])O.[Na+].O.[F:15][C:16]1[CH:21]=[C:20]([F:22])[C:19]([N+:23]([O-:25])=[O:24])=[CH:18][C:17]=1B(O)O, predict the reaction product. (5) Given the reactants [CH3:1][C:2]1([CH3:32])[O:6][C@H:5]([CH2:7][O:8][C:9]2[CH:14]=[CH:13][C:12]([C:15]([C:20]3[CH:25]=[CH:24][C:23]([CH2:26][C:27]([OH:29])=[O:28])=[C:22]([CH3:30])[CH:21]=3)([CH2:18][CH3:19])[CH2:16][CH3:17])=[CH:11][C:10]=2[CH3:31])[CH2:4][O:3]1.[CH3:33][C:34](O)([CH3:36])[CH3:35].C1CCC(N=C=NC2CCCCC2)CC1.O, predict the reaction product. The product is: [C:34]([O:28][C:27](=[O:29])[CH2:26][C:23]1[CH:24]=[CH:25][C:20]([C:15]([C:12]2[CH:13]=[CH:14][C:9]([O:8][CH2:7][C@@H:5]3[CH2:4][O:3][C:2]([CH3:1])([CH3:32])[O:6]3)=[C:10]([CH3:31])[CH:11]=2)([CH2:18][CH3:19])[CH2:16][CH3:17])=[CH:21][C:22]=1[CH3:30])([CH3:36])([CH3:35])[CH3:33]. (6) Given the reactants Br[CH:2]1[CH2:7][CH2:6][CH2:5][CH:4]=[CH:3]1.[OH:8][C:9]1[CH:10]=[C:11]([CH:14]=[CH:15][CH:16]=1)[CH:12]=[O:13], predict the reaction product. The product is: [CH:2]1([O:8][C:9]2[CH:10]=[C:11]([CH:14]=[CH:15][CH:16]=2)[CH:12]=[O:13])[CH2:7][CH2:6][CH2:5][CH:4]=[CH:3]1. (7) Given the reactants Br[C:2]1[CH:22]=[CH:21][C:20]2[N:18]3[C:19]4[C:10]([C:11]([CH3:24])([CH3:23])[C:12]5[CH:13]=[CH:14][CH:15]=[CH:16][C:17]=53)=[CH:9][CH:8]=[CH:7][C:6]=4[C:5]([CH3:26])([CH3:25])[C:4]=2[CH:3]=1.[CH:27]1[C:39]2[N:38]([C:40]3[CH:45]=[CH:44][C:43](B(O)O)=[CH:42][CH:41]=3)[C:37]3[C:32](=[CH:33][CH:34]=[CH:35][CH:36]=3)[C:31]=2[CH:30]=[CH:29][CH:28]=1, predict the reaction product. The product is: [CH:36]1[C:37]2[N:38]([C:40]3[CH:45]=[CH:44][C:43]([C:2]4[CH:22]=[CH:21][C:20]5[N:18]6[C:19]7[C:10]([C:11]([CH3:24])([CH3:23])[C:12]8[CH:13]=[CH:14][CH:15]=[CH:16][C:17]=86)=[CH:9][CH:8]=[CH:7][C:6]=7[C:5]([CH3:26])([CH3:25])[C:4]=5[CH:3]=4)=[CH:42][CH:41]=3)[C:39]3[C:31](=[CH:30][CH:29]=[CH:28][CH:27]=3)[C:32]=2[CH:33]=[CH:34][CH:35]=1. (8) The product is: [Si:33]([O:34][CH2:35][C:36]#[C:37][C:14]1[CH:15]=[C:16]2[C:11](=[C:12]([C:18]([O:20][CH2:21][CH3:22])=[O:19])[CH:13]=1)[N:10]=[CH:9][N:8]=[C:7]2[NH:6][CH2:5][C:4]1[CH:23]=[CH:24][C:25]([O:27][CH3:28])=[CH:26][C:3]=1[O:2][CH3:1])([C:29]([CH3:30])([CH3:31])[CH3:32])([CH3:38])[CH3:39]. Given the reactants [CH3:1][O:2][C:3]1[CH:26]=[C:25]([O:27][CH3:28])[CH:24]=[CH:23][C:4]=1[CH2:5][NH:6][C:7]1[C:16]2[C:11](=[C:12]([C:18]([O:20][CH2:21][CH3:22])=[O:19])[CH:13]=[C:14](I)[CH:15]=2)[N:10]=[CH:9][N:8]=1.[C:29]([Si:33]([CH3:39])([CH3:38])[O:34][CH2:35][C:36]#[CH:37])([CH3:32])([CH3:31])[CH3:30], predict the reaction product.